This data is from Catalyst prediction with 721,799 reactions and 888 catalyst types from USPTO. The task is: Predict which catalyst facilitates the given reaction. (1) Reactant: C1(C[N:8]2[CH2:13][CH2:12][C:11](=[C:14]3[C:27]4[CH:26]=[CH:25][CH:24]=[CH:23][C:22]=4[O:21][C:20]4[C:15]3=[CH:16][CH:17]=[CH:18][CH:19]=4)[CH2:10][CH2:9]2)C=CC=CC=1.C(#N)C.Cl[C:32]([O:34][CH2:35][C:36]([Cl:39])([Cl:38])[Cl:37])=[O:33].O. The catalyst class is: 22. Product: [Cl:37][C:36]([Cl:39])([Cl:38])[CH2:35][O:34][C:32]([N:8]1[CH2:13][CH2:12][C:11](=[C:14]2[C:15]3[CH:16]=[CH:17][CH:18]=[CH:19][C:20]=3[O:21][C:22]3[C:27]2=[CH:26][CH:25]=[CH:24][CH:23]=3)[CH2:10][CH2:9]1)=[O:33]. (2) Reactant: C(OC(=O)[NH:7][C:8]1([C:12]2[CH:17]=[CH:16][C:15]([C:18]3[N:19]=[C:20]4[CH:25]=[CH:24][C:23]([C:26]5[C:27]([O:32][CH2:33][C:34]6[CH:39]=[CH:38][CH:37]=[CH:36][CH:35]=6)=[N:28][CH:29]=[CH:30][CH:31]=5)=[CH:22][N:21]4[C:40]=3[C:41]3[CH:46]=[CH:45][CH:44]=[CH:43][CH:42]=3)=[CH:14][CH:13]=2)[CH2:11][CH2:10][CH2:9]1)(C)(C)C.Cl. Product: [CH2:33]([O:32][C:27]1[C:26]([C:23]2[CH:24]=[CH:25][C:20]3[N:21]([C:40]([C:41]4[CH:46]=[CH:45][CH:44]=[CH:43][CH:42]=4)=[C:18]([C:15]4[CH:16]=[CH:17][C:12]([C:8]5([NH2:7])[CH2:9][CH2:10][CH2:11]5)=[CH:13][CH:14]=4)[N:19]=3)[CH:22]=2)=[CH:31][CH:30]=[CH:29][N:28]=1)[C:34]1[CH:35]=[CH:36][CH:37]=[CH:38][CH:39]=1. The catalyst class is: 61.